Dataset: Rat liver microsome stability data. Task: Regression/Classification. Given a drug SMILES string, predict its absorption, distribution, metabolism, or excretion properties. Task type varies by dataset: regression for continuous measurements (e.g., permeability, clearance, half-life) or binary classification for categorical outcomes (e.g., BBB penetration, CYP inhibition). Dataset: rlm. (1) The result is 0 (unstable in rat liver microsomes). The drug is O=C(N[C@@H]1CC[C@@]2(O)[C@H]3Cc4ccc(O)c5c4[C@@]2(CCN3CC2CC2)[C@H]1O5)c1ccc(C(F)(F)F)cc1.O=C(O)C(=O)O. (2) The compound is Cc1ccc(S(=O)(=O)NC2CCCCC2)cc1. The result is 1 (stable in rat liver microsomes). (3) The compound is Cc1nc(C(=O)N2CC(N)CC[C@H]2CNC(=O)c2cccc3cccnc23)c(-c2ccccc2)s1. The result is 0 (unstable in rat liver microsomes). (4) The compound is COc1ccc2ncc(CN3CCN(C(=O)C4CC4)CC3)c(N3CCC4(CC3)OCCO4)c2c1. The result is 1 (stable in rat liver microsomes).